Dataset: Forward reaction prediction with 1.9M reactions from USPTO patents (1976-2016). Task: Predict the product of the given reaction. (1) Given the reactants [Cl:1][C:2]1[C:10]2[N:6]([C:7]([CH2:14][CH2:15][OH:16])=[CH:8][C:9]=2[C:11]([OH:13])=O)[CH:5]=[CH:4][CH:3]=1.CCN=C=NCCCN(C)C.C1C=CC2N(O)N=NC=2C=1.CCN(CC)CC.[CH:45]1([CH2:51][NH2:52])[CH2:50][CH2:49][CH2:48][CH2:47][CH2:46]1, predict the reaction product. The product is: [Cl:1][C:2]1[C:10]2[N:6]([C:7]([CH2:14][CH2:15][OH:16])=[CH:8][C:9]=2[C:11]([NH:52][CH2:51][CH:45]2[CH2:50][CH2:49][CH2:48][CH2:47][CH2:46]2)=[O:13])[CH:5]=[CH:4][CH:3]=1. (2) Given the reactants [CH3:1][C:2]1[CH:9]=[CH:8][C:7]([C:10]2[CH:15]=[CH:14][CH:13]=[CH:12][CH:11]=2)=[CH:6][C:3]=1[C:4]#N.[H-].C([Al+]CC(C)C)C(C)C.C(OCC)(=[O:28])C.Cl, predict the reaction product. The product is: [CH3:1][C:2]1[CH:9]=[CH:8][C:7]([C:10]2[CH:15]=[CH:14][CH:13]=[CH:12][CH:11]=2)=[CH:6][C:3]=1[CH:4]=[O:28].